Dataset: Peptide-MHC class II binding affinity with 134,281 pairs from IEDB. Task: Regression. Given a peptide amino acid sequence and an MHC pseudo amino acid sequence, predict their binding affinity value. This is MHC class II binding data. The peptide sequence is VLAIVALVVATIIAI. The MHC is DRB1_1501 with pseudo-sequence DRB1_1501. The binding affinity (normalized) is 0.260.